This data is from Full USPTO retrosynthesis dataset with 1.9M reactions from patents (1976-2016). The task is: Predict the reactants needed to synthesize the given product. (1) Given the product [CH2:1]([O:8][C:9]1[C:10](=[O:16])[N:11]([CH3:17])[CH:12]=[C:13]([Br:15])[CH:14]=1)[C:2]1[CH:7]=[CH:6][CH:5]=[CH:4][CH:3]=1, predict the reactants needed to synthesize it. The reactants are: [CH2:1]([O:8][C:9]1[C:10](=[O:16])[NH:11][CH:12]=[C:13]([Br:15])[CH:14]=1)[C:2]1[CH:7]=[CH:6][CH:5]=[CH:4][CH:3]=1.[C:17]([O-])([O-])=O.[K+].[K+].IC.O. (2) Given the product [C:9]([O:13][C:14](=[O:15])[NH:16][CH:17]([CH2:24][CH3:25])[CH2:18][C:4]#[N:5])([CH3:12])([CH3:11])[CH3:10], predict the reactants needed to synthesize it. The reactants are: [C-]#N.[Na+].[CH3:4][N:5](C)C=O.[C:9]([O:13][C:14]([NH:16][CH:17]([CH2:24][CH3:25])[CH2:18]OS(C)(=O)=O)=[O:15])([CH3:12])([CH3:11])[CH3:10]. (3) The reactants are: [CH3:1][N:2]1[CH2:25][CH2:24][C:5]2[N:6]([CH2:14][C:15]3([C:18]4[CH:19]=[N:20][CH:21]=[CH:22][CH:23]=4)[CH2:17][O:16]3)[C:7]3[CH:8]=[CH:9][C:10]([CH3:13])=[CH:11][C:12]=3[C:4]=2[CH2:3]1.[NH3:26]. Given the product [NH2:26][CH2:17][C:15]([C:18]1[CH:19]=[N:20][CH:21]=[CH:22][CH:23]=1)([OH:16])[CH2:14][N:6]1[C:7]2[CH:8]=[CH:9][C:10]([CH3:13])=[CH:11][C:12]=2[C:4]2[CH2:3][N:2]([CH3:1])[CH2:25][CH2:24][C:5]1=2, predict the reactants needed to synthesize it.